From a dataset of Catalyst prediction with 721,799 reactions and 888 catalyst types from USPTO. Predict which catalyst facilitates the given reaction. (1) Reactant: [OH:1][C:2]1[CH:7]=[CH:6][CH:5]=[CH:4][C:3]=1[C:8]1[N:17]=[C:16]([N:18]2[CH2:22][CH2:21][C@@H:20]([CH2:23][NH:24][C:25](=[O:31])[O:26][CH2:27][CH:28]([CH3:30])[CH3:29])[CH2:19]2)[C:15]2[C:10](=[CH:11][C:12]([CH3:32])=[CH:13][CH:14]=2)[N:9]=1.[ClH:33].CCOCC. Product: [ClH:33].[OH:1][C:2]1[CH:7]=[CH:6][CH:5]=[CH:4][C:3]=1[C:8]1[N:17]=[C:16]([N:18]2[CH2:22][CH2:21][C@@H:20]([CH2:23][NH:24][C:25](=[O:31])[O:26][CH2:27][CH:28]([CH3:30])[CH3:29])[CH2:19]2)[C:15]2[C:10](=[CH:11][C:12]([CH3:32])=[CH:13][CH:14]=2)[N:9]=1. The catalyst class is: 2. (2) Reactant: [CH3:1][N:2]([CH3:16])[C:3]1[CH:4]=[CH:5][C:6]2[C:13](=[O:14])[CH2:12][CH2:11][CH2:10][CH:9]=C[C:7]=2[CH:15]=1. Product: [CH3:16][N:2]([CH3:1])[C:3]1[CH:15]=[CH:7][C:6]2[C:13](=[O:14])[CH2:12][CH2:11][CH2:10][CH2:9][C:5]=2[CH:4]=1. The catalyst class is: 687. (3) Reactant: [C:1]([O:5][C:6]([NH:8][CH2:9][CH2:10][CH2:11][NH:12][S:13]([C:16]1[C:21]([Cl:22])=[CH:20][CH:19]=[C:18]([N+:23]([O-])=O)[C:17]=1[OH:26])(=[O:15])=[O:14])=[O:7])([CH3:4])([CH3:3])[CH3:2].[H][H]. Product: [C:1]([O:5][C:6]([NH:8][CH2:9][CH2:10][CH2:11][NH:12][S:13]([C:16]1[C:21]([Cl:22])=[CH:20][CH:19]=[C:18]([NH2:23])[C:17]=1[OH:26])(=[O:15])=[O:14])=[O:7])([CH3:4])([CH3:2])[CH3:3]. The catalyst class is: 45. (4) Reactant: [OH:1][CH2:2][CH2:3][CH2:4][O:5][C:6]1[CH:11]=[C:10]([CH3:12])[C:9]([C:13]2[CH:18]=[CH:17][CH:16]=[C:15]([CH2:19][O:20][C:21]3[CH:28]=[CH:27][C:24]([CH:25]=[O:26])=[CH:23][CH:22]=3)[C:14]=2C)=[CH:8][CH:7]=1.[C:30](Cl)(=[O:32])[CH3:31].[CH2:34](N(CC)CC)C. Product: [C:30]([O:1][CH2:2][CH2:3][CH2:4][O:5][C:6]1[CH:7]=[C:8]([CH3:34])[C:9]([C:13]2[CH:18]=[CH:17][CH:16]=[C:15]([CH2:19][O:20][C:21]3[CH:28]=[CH:27][C:24]([CH:25]=[O:26])=[CH:23][CH:22]=3)[CH:14]=2)=[C:10]([CH3:12])[CH:11]=1)(=[O:32])[CH3:31]. The catalyst class is: 4. (5) Reactant: [I-].C([O:6][C:7](=[O:36])[CH2:8][NH:9][C:10]([O:12][CH2:13][N+:14]1([CH3:35])[CH2:19][CH2:18][N:17]([C:20]2[C:21]3[CH:33]=[C:32]([CH3:34])[S:31][C:22]=3[NH:23][C:24]3[CH:30]=[CH:29][CH:28]=[CH:27][C:25]=3[N:26]=2)[CH2:16][CH2:15]1)=[O:11])(C)(C)C.[ClH:37].C(OCC)C. Product: [Cl-:37].[C:7]([CH2:8][NH:9][C:10]([O:12][CH2:13][N+:14]1([CH3:35])[CH2:15][CH2:16][N:17]([C:20]2[C:21]3[CH:33]=[C:32]([CH3:34])[S:31][C:22]=3[NH:23][C:24]3[CH:30]=[CH:29][CH:28]=[CH:27][C:25]=3[N:26]=2)[CH2:18][CH2:19]1)=[O:11])([OH:36])=[O:6]. The catalyst class is: 4. (6) Reactant: C[O:2][C:3](=O)[C:4]1[CH:9]=[CH:8][C:7]([NH:10][CH2:11][C:12]2[CH:17]=[CH:16][C:15]([O:18][CH3:19])=[CH:14][CH:13]=2)=[N:6][C:5]=1[F:20].[H-].[Al+3].[Li+].[H-].[H-].[H-]. Product: [F:20][C:5]1[C:4]([CH2:3][OH:2])=[CH:9][CH:8]=[C:7]([NH:10][CH2:11][C:12]2[CH:17]=[CH:16][C:15]([O:18][CH3:19])=[CH:14][CH:13]=2)[N:6]=1. The catalyst class is: 7. (7) Reactant: [CH2:1]([N:3]([CH2:18][CH3:19])[CH2:4][CH2:5][NH:6][C:7]([C:9]1[C:13]([CH3:14])=[C:12]([CH:15]=O)[NH:11][C:10]=1[CH3:17])=[O:8])[CH3:2].[F:20][C:21]1[CH:22]=[C:23]2[C:27](=[CH:28][CH:29]=1)[NH:26][C:25](=[O:30])[CH2:24]2.N1CCCC1. Product: [CH3:2][CH2:1][N:3]([CH2:4][CH2:5][NH:6][C:7]([C:9]1[C:13]([CH3:14])=[C:12](/[CH:15]=[C:24]2/[C:23]3[CH:22]=[C:21]([F:20])[CH:29]=[CH:28][C:27]=3[NH:26][C:25]/2=[O:30])[NH:11][C:10]=1[CH3:17])=[O:8])[CH2:18][CH3:19]. The catalyst class is: 5. (8) Reactant: [H-].[Na+].[Br:3][C:4]1[CH:14]=[CH:13][C:7]([C:8]([O:10][CH2:11][CH3:12])=[O:9])=[CH:6][C:5]=1[OH:15].CN(C=O)C.Cl[CH2:22][C:23]([CH3:25])=[CH2:24]. Product: [Br:3][C:4]1[CH:14]=[CH:13][C:7]([C:8]([O:10][CH2:11][CH3:12])=[O:9])=[CH:6][C:5]=1[O:15][CH2:24][C:23]([CH3:25])=[CH2:22]. The catalyst class is: 84. (9) Reactant: [NH:1]1[CH2:6][CH2:5][O:4][CH2:3][CH2:2]1.C1COCC1.[NH2:12][C:13]1[C:14]2[CH:29]=[C:28]([CH:30]([OH:37])[CH2:31]OS(C)(=O)=O)[S:27][C:15]=2[N:16]=[C:17]([C:19]2[CH:24]=[CH:23][CH:22]=[C:21]([C:25]#[N:26])[CH:20]=2)[N:18]=1. Product: [NH2:12][C:13]1[C:14]2[CH:29]=[C:28]([CH:30]([OH:37])[CH2:31][N:1]3[CH2:6][CH2:5][O:4][CH2:3][CH2:2]3)[S:27][C:15]=2[N:16]=[C:17]([C:19]2[CH:20]=[C:21]([CH:22]=[CH:23][CH:24]=2)[C:25]#[N:26])[N:18]=1. The catalyst class is: 25.